Dataset: Forward reaction prediction with 1.9M reactions from USPTO patents (1976-2016). Task: Predict the product of the given reaction. (1) Given the reactants [CH3:1][N:2]1[C:10]2[CH:9]=[C:8]([C:11]3[CH:16]=[CH:15][C:14]([O:17][CH2:18][CH2:19][CH2:20][NH:21][CH3:22])=[C:13]([C:23]([F:26])([F:25])[F:24])[CH:12]=3)[N:7]=[C:6]([C:27]#[N:28])[C:5]=2[N:4]=[CH:3]1.C(N(CC)CC)C.Cl.[CH3:37][N:38]1[CH2:43][CH2:42][CH2:41][CH2:40][CH:39]1[C:44]([OH:46])=O.F[P-](F)(F)(F)(F)F.N1(OC(N(C)C)=[N+](C)C)C2C=CC=CC=2N=N1, predict the reaction product. The product is: [C:27]([C:6]1[C:5]2[N:4]=[CH:3][N:2]([CH3:1])[C:10]=2[CH:9]=[C:8]([C:11]2[CH:16]=[CH:15][C:14]([O:17][CH2:18][CH2:19][CH2:20][N:21]([CH3:22])[C:44]([CH:39]3[CH2:40][CH2:41][CH2:42][CH2:43][N:38]3[CH3:37])=[O:46])=[C:13]([C:23]([F:26])([F:24])[F:25])[CH:12]=2)[N:7]=1)#[N:28]. (2) Given the reactants [F:1][C:2]1([F:22])[CH2:7][CH2:6][CH:5]([CH2:8][NH:9][C:10]([C:12]2[C:20]3[C:15](=[CH:16][CH:17]=[CH:18][C:19]=3[Cl:21])[NH:14][CH:13]=2)=[O:11])[CH2:4][CH2:3]1.O[CH2:24][CH2:25][N:26]1[CH2:30][CH2:29][CH2:28][C:27]1=[O:31].C(P(=CC#N)(CCCC)CCCC)CCC, predict the reaction product. The product is: [Cl:21][C:19]1[CH:18]=[CH:17][CH:16]=[C:15]2[C:20]=1[C:12]([C:10]([NH:9][CH2:8][CH:5]1[CH2:6][CH2:7][C:2]([F:1])([F:22])[CH2:3][CH2:4]1)=[O:11])=[CH:13][N:14]2[CH2:24][CH2:25][N:26]1[CH2:30][CH2:29][CH2:28][C:27]1=[O:31]. (3) Given the reactants [CH:1]([N:4]1[C@H:8]2[CH2:9][CH2:10][CH2:11][CH2:12][C@@H:7]2[N:6]([CH:13]2[CH2:18][CH2:17][N:16](C(OC(C)(C)C)=O)[CH2:15][CH2:14]2)[C:5]1=[O:26])([CH3:3])[CH3:2].Cl, predict the reaction product. The product is: [CH:1]([N:4]1[C@H:8]2[CH2:9][CH2:10][CH2:11][CH2:12][C@@H:7]2[N:6]([CH:13]2[CH2:14][CH2:15][NH:16][CH2:17][CH2:18]2)[C:5]1=[O:26])([CH3:3])[CH3:2]. (4) Given the reactants [Cl:1][C:2]1[CH:7]=[CH:6][C:5]([CH:8]=[CH:9][S:10](Cl)(=[O:12])=[O:11])=[CH:4][CH:3]=1.S(O)(O)(=O)=O.[CH3:19][S:20][C:21](=[NH:23])[NH2:22].[CH3:19][S:20][C:21](=[NH:23])[NH2:22].[OH-].[Na+], predict the reaction product. The product is: [Cl:1][C:2]1[CH:7]=[CH:6][C:5]([CH:8]2[CH2:9][S:10](=[O:12])(=[O:11])[N:22]=[C:21]([S:20][CH3:19])[NH:23]2)=[CH:4][CH:3]=1. (5) Given the reactants [F:1][C:2]([F:18])([F:17])[C:3]1[CH:4]=[C:5]([CH2:13][C:14]([OH:16])=O)[CH:6]=[C:7]([C:9]([F:12])([F:11])[F:10])[CH:8]=1.O1CCCC1.[C:24]1([C:32]2[CH:37]=[CH:36][CH:35]=[CH:34][CH:33]=2)[CH:29]=[CH:28][CH:27]=[CH:26][C:25]=1[NH:30][CH3:31], predict the reaction product. The product is: [C:24]1([C:32]2[CH:33]=[CH:34][CH:35]=[CH:36][CH:37]=2)[CH:29]=[CH:28][CH:27]=[CH:26][C:25]=1[N:30]([CH3:31])[C:14](=[O:16])[CH2:13][C:5]1[CH:6]=[C:7]([C:9]([F:12])([F:10])[F:11])[CH:8]=[C:3]([C:2]([F:1])([F:17])[F:18])[CH:4]=1. (6) The product is: [Br:16][C:3]1[CH:4]=[C:5]([CH:9]=[C:10]([O:11][C:12]([F:13])([F:14])[F:15])[CH:2]=1)[C:6]([OH:8])=[O:7]. Given the reactants N[C:2]1[C:10]([O:11][C:12]([F:15])([F:14])[F:13])=[CH:9][C:5]([C:6]([OH:8])=[O:7])=[CH:4][C:3]=1[Br:16].C(O)C.S(=O)(=O)(O)O.N([O-])=O.[Na+], predict the reaction product. (7) Given the reactants ClC(N(C)C)=C(C)C.[N:9]1([C:13]([C:15]2[N:16]=[CH:17][C:18]([O:21][C:22]3[CH:23]=[C:24]([CH:28]=[C:29]([O:31][C@H:32]4[CH2:36][CH2:35][N:34]([CH3:37])[C:33]4=[O:38])[CH:30]=3)[C:25]([OH:27])=O)=[N:19][CH:20]=2)=[O:14])[CH2:12][CH2:11][CH2:10]1.[CH3:39][C:40]1[N:41]=[C:42]([NH2:45])[S:43][CH:44]=1.N1C=CC=CC=1, predict the reaction product. The product is: [N:9]1([C:13]([C:15]2[N:16]=[CH:17][C:18]([O:21][C:22]3[CH:23]=[C:24]([CH:28]=[C:29]([O:31][C@H:32]4[CH2:36][CH2:35][N:34]([CH3:37])[C:33]4=[O:38])[CH:30]=3)[C:25]([NH:45][C:42]3[S:43][CH:44]=[C:40]([CH3:39])[N:41]=3)=[O:27])=[N:19][CH:20]=2)=[O:14])[CH2:10][CH2:11][CH2:12]1.